This data is from HIV replication inhibition screening data with 41,000+ compounds from the AIDS Antiviral Screen. The task is: Binary Classification. Given a drug SMILES string, predict its activity (active/inactive) in a high-throughput screening assay against a specified biological target. The molecule is N=C1NC2(O)C(=O)c3ccccc3C2(O)N1. The result is 0 (inactive).